Dataset: Catalyst prediction with 721,799 reactions and 888 catalyst types from USPTO. Task: Predict which catalyst facilitates the given reaction. (1) Reactant: N1C2C=CC=[C:9]([CH:10]=[O:11])C=2N=N1.N[C:13]1[CH:21]=[CH:20][C:16]2[NH:17][N:18]=[N:19][C:15]=2[CH:14]=1.C(=NO)C. Product: [C:10]([C:13]1[CH:21]=[CH:20][C:16]2[NH:17][N:18]=[N:19][C:15]=2[CH:14]=1)(=[O:11])[CH3:9]. The catalyst class is: 2. (2) Product: [OH:18]/[N:17]=[CH:1]/[C:3]1[C:11]2[N:7]([CH:8]=[CH:9][CH:10]=2)[C:6]([C:12]([O:14][CH2:15][CH3:16])=[O:13])=[CH:5][CH:4]=1. Reactant: [CH:1]([C:3]1[C:11]2[N:7]([CH:8]=[CH:9][CH:10]=2)[C:6]([C:12]([O:14][CH2:15][CH3:16])=[O:13])=[CH:5][CH:4]=1)=O.[NH2:17][OH:18].Cl.CC([O-])=O.[Na+]. The catalyst class is: 20. (3) Reactant: [NH2:1][C:2]1[C:7]2[N:8]=[C:9]([S:24][C:25]3[CH:30]=[C:29]([O:31][CH3:32])[CH:28]=[CH:27][C:26]=3[I:33])[N:10]([CH2:11][CH2:12][N:13]3C(=O)C4C(=CC=CC=4)C3=O)[C:6]=2[CH:5]=[CH:4][N:3]=1.NCCN1C2C=CN=C(N)C=2N=C1SC1C(I)=CC2OCOC=2C=1. Product: [NH2:13][CH2:12][CH2:11][N:10]1[C:6]2[CH:5]=[CH:4][N:3]=[C:2]([NH2:1])[C:7]=2[N:8]=[C:9]1[S:24][C:25]1[CH:30]=[C:29]([O:31][CH3:32])[CH:28]=[CH:27][C:26]=1[I:33]. The catalyst class is: 497. (4) Product: [C:9]([NH:8][CH2:7][CH2:6][CH2:5][S:2]([O:15][CH2:14][C:13]([CH3:19])([CH3:12])[CH2:16][CH:17]=[CH2:18])(=[O:4])=[O:3])(=[O:11])[CH3:10]. Reactant: Cl[S:2]([CH2:5][CH2:6][CH2:7][NH:8][C:9](=[O:11])[CH3:10])(=[O:4])=[O:3].[CH3:12][C:13]([CH3:19])([CH2:16][CH:17]=[CH2:18])[CH2:14][OH:15].C(N(CC)CC)C. The catalyst class is: 154.